Dataset: Catalyst prediction with 721,799 reactions and 888 catalyst types from USPTO. Task: Predict which catalyst facilitates the given reaction. Product: [Si:1]([O:8][C@H:9]1[CH2:13][CH2:12][N:11]([CH2:16][CH:15]([C:17]2[CH:18]=[C:19]([CH:24]=[CH:25][CH:26]=2)[O:20][CH2:21][C:22]#[N:23])[NH:29][CH3:27])[CH2:10]1)([C:4]([CH3:7])([CH3:6])[CH3:5])([CH3:3])[CH3:2]. Reactant: [Si:1]([O:8][C@H:9]1[CH2:13][CH2:12][NH:11][CH2:10]1)([C:4]([CH3:7])([CH3:6])[CH3:5])([CH3:3])[CH3:2].O1[CH2:16][CH:15]1[C:17]1[CH:18]=[C:19]([CH:24]=[CH:25][CH:26]=1)[O:20][CH2:21][C:22]#[N:23].[CH2:27]([N:29](CC)CC)C.CS(Cl)(=O)=O.CN. The catalyst class is: 40.